This data is from Reaction yield outcomes from USPTO patents with 853,638 reactions. The task is: Predict the reaction yield, written as a fraction of the theoretical maximum amount of product (1.0 means a 100% yield; for example, 0.34 means a 34% yield). (1) The reactants are Br[C:2]1[C:3]([NH2:22])=[N:4][CH:5]=[C:6]([C:8]2[CH:13]=[CH:12][C:11]([O:14][Si:15]([C:18]([CH3:21])([CH3:20])[CH3:19])([CH3:17])[CH3:16])=[CH:10][CH:9]=2)[N:7]=1.[C:23]1(B(O)O)[C:32]2[C:27](=[CH:28][CH:29]=[CH:30][CH:31]=2)[CH:26]=[CH:25][CH:24]=1.C([O-])([O-])=O.[Na+].[Na+].O. The catalyst is C1(C)C=CC=CC=1.C(O)C.Cl[Pd](Cl)([P](C1C=CC=CC=1)(C1C=CC=CC=1)C1C=CC=CC=1)[P](C1C=CC=CC=1)(C1C=CC=CC=1)C1C=CC=CC=1. The product is [Si:15]([O:14][C:11]1[CH:12]=[CH:13][C:8]([C:6]2[N:7]=[C:2]([C:31]3[C:32]4[C:27](=[CH:26][CH:25]=[CH:24][CH:23]=4)[CH:28]=[CH:29][CH:30]=3)[C:3]([NH2:22])=[N:4][CH:5]=2)=[CH:9][CH:10]=1)([C:18]([CH3:21])([CH3:20])[CH3:19])([CH3:17])[CH3:16]. The yield is 0.865. (2) The reactants are [Li]C(C)(C)C.CCCCC.Br[C:12]1[CH:13]=[N:14][C:15](=[CH:17]N(C)C)[CH:16]=1.I[CH2:22][CH2:23][CH2:24][CH2:25][CH2:26][CH2:27][CH3:28].C([O-])(O)=[O:30].[Na+]. The catalyst is C1COCC1.C(Cl)Cl.O. The product is [CH2:22]([C:12]1[CH:16]=[C:15]([CH:17]=[O:30])[NH:14][CH:13]=1)[CH2:23][CH2:24][CH2:25][CH2:26][CH2:27][CH3:28]. The yield is 0.710. (3) The reactants are COC1C=CC(C[N:8]2[CH:12]=[C:11]([C:13]3[CH:14]=[C:15]([CH:18]=[CH:19][CH:20]=3)[C:16]#[N:17])[C:10]([C:21]3[N:22]=[C:23]([NH:26][C:27]4[N:32]=[CH:31][CH:30]=[CH:29][N:28]=4)[S:24][CH:25]=3)=[N:9]2)=CC=1. The catalyst is C(O)(C(F)(F)F)=O. The product is [N:28]1[CH:29]=[CH:30][CH:31]=[N:32][C:27]=1[NH:26][C:23]1[S:24][CH:25]=[C:21]([C:10]2[C:11]([C:13]3[CH:14]=[C:15]([CH:18]=[CH:19][CH:20]=3)[C:16]#[N:17])=[CH:12][NH:8][N:9]=2)[N:22]=1. The yield is 0.230. (4) The reactants are [Br:1][C:2]1[C:7]([O:8][CH3:9])=[CH:6][C:5]([C:10]([C:12]2[CH:17]=[CH:16][CH:15]=[CH:14][CH:13]=2)=[O:11])=[C:4]([O:18]C)[CH:3]=1.B(Cl)(Cl)Cl. The catalyst is C(Cl)Cl. The product is [Br:1][C:2]1[C:7]([O:8][CH3:9])=[CH:6][C:5]([C:10]([C:12]2[CH:13]=[CH:14][CH:15]=[CH:16][CH:17]=2)=[O:11])=[C:4]([OH:18])[CH:3]=1. The yield is 0.900. (5) The reactants are [Cl:1][C:2]1[CH:7]=[CH:6][C:5]([S:8]([N:11]([C:15]2[C:16]([C:22]([C:24]3[C:25]([CH3:31])=[N:26][CH:27]=[CH:28][C:29]=3[CH3:30])=[O:23])=[N:17][CH:18]=[C:19]([CH3:21])[CH:20]=2)COC)(=[O:10])=[O:9])=[CH:4][C:3]=1[C:32]([F:35])([F:34])[F:33].O. The catalyst is Cl.O1CCOCC1. The product is [Cl:1][C:2]1[CH:7]=[CH:6][C:5]([S:8]([NH:11][C:15]2[C:16]([C:22]([C:24]3[C:25]([CH3:31])=[N:26][CH:27]=[CH:28][C:29]=3[CH3:30])=[O:23])=[N:17][CH:18]=[C:19]([CH3:21])[CH:20]=2)(=[O:10])=[O:9])=[CH:4][C:3]=1[C:32]([F:33])([F:34])[F:35]. The yield is 0.330. (6) The reactants are C(OC([N:8]1[CH2:12][CH2:11][CH2:10][C@H:9]1[CH2:13][O:14][C:15]1[CH:20]=[CH:19][C:18]([CH2:21][C:22]2[CH:27]=[CH:26][CH:25]=[CH:24][CH:23]=2)=[CH:17][N:16]=1)=O)(C)(C)C.[ClH:28]. The catalyst is C(OCC)C. The product is [ClH:28].[CH2:21]([C:18]1[CH:19]=[CH:20][C:15]([O:14][CH2:13][C@@H:9]2[CH2:10][CH2:11][CH2:12][NH:8]2)=[N:16][CH:17]=1)[C:22]1[CH:23]=[CH:24][CH:25]=[CH:26][CH:27]=1. The yield is 0.970. (7) The reactants are [F:1][C:2]([F:17])([F:16])[S:3][C:4]1[CH:15]=[CH:14][C:7]([CH2:8][CH:9]([C:12]#[N:13])[C:10]#[N:11])=[CH:6][CH:5]=1.[H-].[Na+].Br[CH2:21][CH2:22][C:23]([F:26])([F:25])[F:24]. The catalyst is CN(C)C=O. The product is [F:17][C:2]([F:16])([F:1])[S:3][C:4]1[CH:5]=[CH:6][C:7]([CH2:8][C:9]([CH2:21][CH2:22][C:23]([F:26])([F:25])[F:24])([C:12]#[N:13])[C:10]#[N:11])=[CH:14][CH:15]=1. The yield is 0.110.